From a dataset of CYP3A4 inhibition data for predicting drug metabolism from PubChem BioAssay. Regression/Classification. Given a drug SMILES string, predict its absorption, distribution, metabolism, or excretion properties. Task type varies by dataset: regression for continuous measurements (e.g., permeability, clearance, half-life) or binary classification for categorical outcomes (e.g., BBB penetration, CYP inhibition). Dataset: cyp3a4_veith. (1) The molecule is COc1ccc(O[C@H]2C=C[C@@H](c3ccccc3)O[C@H]2COC(=O)CC/C(C)=N\O[C@@H](C)c2cc(-c3c(C)cc(C)cc3C)no2)cc1. The result is 1 (inhibitor). (2) The drug is NNC(=O)[C@@H](O)[C@H](O)C(=O)NN. The result is 0 (non-inhibitor). (3) The drug is O=C1CC(c2ccccc2)Cc2nc(N3CCc4ccccc4C3)ncc21. The result is 0 (non-inhibitor). (4) The compound is COCC(=O)N1CCC2(CC1)CCN(C(=O)Nc1cccc(C#N)c1)CC2. The result is 0 (non-inhibitor). (5) The compound is CCCCOc1ccc(C(=O)N/C(=C\c2cccc([N+](=O)[O-])c2)C(=O)OCCC)cc1. The result is 1 (inhibitor). (6) The molecule is [O-][N+]1(CC[N+]2([O-])CCCCC2)CCCCC1. The result is 0 (non-inhibitor).